From a dataset of Reaction yield outcomes from USPTO patents with 853,638 reactions. Predict the reaction yield, written as a fraction of the theoretical maximum amount of product (1.0 means a 100% yield; for example, 0.34 means a 34% yield). (1) The reactants are [CH2:1]([NH:3][C:4]([N:6]=[C:7](OC)[C:8]1[CH:13]=[CH:12][CH:11]=[CH:10][CH:9]=1)=[O:5])[CH3:2].Cl.Cl.[NH2:18][CH:19]([CH2:32][CH:33]1[CH2:38][CH2:37][CH2:36][CH2:35][CH2:34]1)[C:20]([NH:22][C:23]1([C:30]#[N:31])[CH2:28][CH2:27][N:26]([CH3:29])[CH2:25][CH2:24]1)=[O:21].C(N(CC)C(C)C)(C)C. The yield is 0.430. The catalyst is CO. The product is [C:30]([C:23]1([NH:22][C:20](=[O:21])[CH:19]([NH:18][C:7](=[N:6][C:4](=[O:5])[NH:3][CH2:1][CH3:2])[C:8]2[CH:9]=[CH:10][CH:11]=[CH:12][CH:13]=2)[CH2:32][CH:33]2[CH2:34][CH2:35][CH2:36][CH2:37][CH2:38]2)[CH2:24][CH2:25][N:26]([CH3:29])[CH2:27][CH2:28]1)#[N:31]. (2) The reactants are [C:1]([C:3]1[CH:4]=[CH:5][C:6]2[N:10]=[N:9][NH:8][C:7]=2[CH:11]=1)#[N:2].[OH-].[Na+].[Cl:14][CH:15]([CH3:19])[CH2:16][CH2:17]Br. The catalyst is [Br-].C([N+](CCCC)(CCCC)CCCC)CCC. The product is [Cl:14][CH:15]([CH3:19])[CH2:16][CH2:17][N:8]1[C:7]2[CH:11]=[C:3]([C:1]#[N:2])[CH:4]=[CH:5][C:6]=2[N:10]=[N:9]1. The yield is 0.326. (3) The reactants are [N+:1]([C:4]1[CH:45]=[CH:44][C:7]([CH2:8][CH:9]([CH2:34][C:35]2[CH:40]=[CH:39][C:38]([N+:41]([O-])=O)=[CH:37][CH:36]=2)[C:10]([O:12][CH2:13][CH2:14][CH2:15][CH2:16][CH2:17][CH2:18][O:19][C:20](=[O:33])[C:21]2[CH:26]=[CH:25][C:24](/[CH:27]=[CH:28]/[C:29]([O:31][CH3:32])=[O:30])=[CH:23][CH:22]=2)=[O:11])=[CH:6][CH:5]=1)([O-])=O. The catalyst is [Zn]. The product is [NH2:1][C:4]1[CH:5]=[CH:6][C:7]([CH2:8][CH:9]([CH2:34][C:35]2[CH:40]=[CH:39][C:38]([NH2:41])=[CH:37][CH:36]=2)[C:10]([O:12][CH2:13][CH2:14][CH2:15][CH2:16][CH2:17][CH2:18][O:19][C:20](=[O:33])[C:21]2[CH:26]=[CH:25][C:24](/[CH:27]=[CH:28]/[C:29]([O:31][CH3:32])=[O:30])=[CH:23][CH:22]=2)=[O:11])=[CH:44][CH:45]=1. The yield is 0.720. (4) The reactants are [ClH:1].[CH2:2]1[O:10][C:9]2[CH:8]=[CH:7][C:6]([CH3:11])=[CH:5][C:4]=2[O:3]1.[CH2:12]=O. The catalyst is C(OCC)C. The product is [CH2:2]1[O:10][C:9]2[CH:8]=[C:7]([CH3:12])[C:6]([CH2:11][Cl:1])=[CH:5][C:4]=2[O:3]1. The yield is 0.630.